From a dataset of Experimentally validated miRNA-target interactions with 360,000+ pairs, plus equal number of negative samples. Binary Classification. Given a miRNA mature sequence and a target amino acid sequence, predict their likelihood of interaction. (1) The miRNA is hsa-miR-3136-3p with sequence UGGCCCAACCUAUUCAGUUAGU. The protein sequence of the target gene is MVPSAGQLALFALGIVLAACQALENSTSPLSADPPVAAAVVSHFNDCPDSHTQFCFHGTCRFLVQEDKPACVCHSGYVGARCEHADLLAVVAASQKKQAITALVVVSIVALAVLIITCVLIHCCQVRKHCEWCRALICRHEKPSALLKGRTACCHSETVV. Result: 1 (interaction). (2) The miRNA is hsa-miR-4675 with sequence GGGGCUGUGAUUGACCAGCAGG. The protein sequence of the target gene is MAAFRDMVEVSNWLLSLLGANRAEAQQRRLLGSYEQMMERLLEMQDGAYRQLRETLAVEEEVAQSLLELKECTRQGDTELQQLEVELQRTSKEDTCVQARLRQLITELQELREMEEELQRQERDVDEDNTVTIPSAVYVAHLYHQISKIQWDYECEPGMIKGIHHGPTVAQPIHLDSAQLSPKFISDYLWSLVDTTWEPEP. Result: 0 (no interaction). (3) The miRNA is bta-miR-145 with sequence GUCCAGUUUUCCCAGGAAUCCCU. The protein sequence of the target gene is MQLYSSVCTHYPAGTPGPTAAAPPATAAAAFKVSLQSASPAAAAPEPDTGERPPAAATEPREAAAAAAMPAFSACFERSGSAAAPPGACSKPPLPPHFTSTAHIAVRALGAERLLLPPPSAPSPPRRGSSAWLLEELLRPDEPAAPNAVRDAPDRNFRLSEHRQALAASQHRAPAPAPVGPEPGAGPGSGPWGEERRAERSSRGWDRASGRSDASGSDALRRQDPEAEAHPVPAPARSSGEPAQNGEGEAVGTSRADPRDEKLALYLAEVERQDKYLRQRNKYRFHIIPDGNCLYRAVSK.... Result: 0 (no interaction). (4) The miRNA is mmu-miR-669j with sequence UGCAUAUACUCACAUGCAAACA. The protein sequence of the target gene is MSSAAEPPPPPPPESAPSKPAASIASGGSNSSNKGGPEGVAAQAVASAASAGPADAEMEEIFDDASPGKQKEIQEPDPTYEEKMQTDRANRFEYLLKQTELFAHFIQPAAQKTPTSPLKMKPGRPRIKKDEKQNLLSVGDYRHRRTEQEEDEELLTESSKATNVCTRFEDSPSYVKWGKLRDYQVRGLNWLISLYENGINGILADEMGLGKTLQTISLLGYMKHYRNIPGPHMVLVPKSTLHNWMSEFKRWVPTLRSVCLIGDKEQRAAFVRDVLLPGEWDVCVTSYEMLIKEKSVFKKF.... Result: 0 (no interaction). (5) The miRNA is hsa-miR-31-5p with sequence AGGCAAGAUGCUGGCAUAGCU. The protein sequence of the target gene is MRIWWLLLAIEICTGNINSQDTCRQGHPGIPGNPGHNGLPGRDGRDGAKGDKGDAGEPGRPGSPGKDGTSGEKGERGADGKVEAKGIKGDQGSRGSPGKHGPKGLAGPMGEKGLRGETGPQGQKGNKGDVGPTGPEGPRGNIGPLGPTGLPGPMGPIGKPGPKGEAGPTGPQGEPGVRGIRGWKGDRGEKGKIGETLVLPKSAFTVGLTVLSKFPSSDMPIKFDKILYNEFNHYDTAAGKFTCHIAGVYYFTYHITVFSRNVQVSLVKNGVKILHTKDAYMSSEDQASGGIVLQLKLGDE.... Result: 1 (interaction). (6) The miRNA is hsa-miR-4508 with sequence GCGGGGCUGGGCGCGCG. The protein sequence of the target gene is MTEQAISFAKDFLAGGIAAAISKTAVAPIERVKLLLQVQHASKQIAADKQYKGIVDCIVRIPKEQGVLSFWRGNLANVIRYFPTQALNFAFKDKYKQIFLGGVDKHTQFWRYFAGNLASGGAAGATSLCFVYPLDFARTRLAADVGKSGTEREFRGLGDCLVKITKSDGIRGLYQGFSVSVQGIIIYRAAYFGVYDTAKGMLPDPKNTHIVVSWMIAQTVTAVAGVVSYPFDTVRRRMMMQSGRKGADIMYTGTVDCWRKIFRDEGGKAFFKGAWSNVLRGMGGAFVLVLYDELKKVI. Result: 0 (no interaction).